From a dataset of Forward reaction prediction with 1.9M reactions from USPTO patents (1976-2016). Predict the product of the given reaction. Given the reactants [ClH:1].[CH2:2]([CH:4]([CH2:33][CH3:34])[CH:5]([C:11]1[CH:16]=[CH:15][C:14]([NH:17][C:18]([CH:20]2[CH2:25][CH2:24][N:23](C(OC(C)(C)C)=O)[CH2:22][CH2:21]2)=[O:19])=[CH:13][CH:12]=1)[N:6]1[CH:10]=[CH:9][N:8]=[CH:7]1)[CH3:3].[OH-].[Na+], predict the reaction product. The product is: [ClH:1].[CH2:33]([CH:4]([CH2:2][CH3:3])[CH:5]([C:11]1[CH:16]=[CH:15][C:14]([NH:17][C:18]([CH:20]2[CH2:21][CH2:22][NH:23][CH2:24][CH2:25]2)=[O:19])=[CH:13][CH:12]=1)[N:6]1[CH:10]=[CH:9][N:8]=[CH:7]1)[CH3:34].